From a dataset of Reaction yield outcomes from USPTO patents with 853,638 reactions. Predict the reaction yield, written as a fraction of the theoretical maximum amount of product (1.0 means a 100% yield; for example, 0.34 means a 34% yield). (1) The reactants are [Cl:1][C:2]1[C:3]([CH:14]=O)=[N:4][CH:5]=[C:6]([N:8]([CH:10]2[CH2:13][CH2:12][CH2:11]2)[CH3:9])[N:7]=1.[CH2:16]([NH:23][CH2:24][C@@H:25]([OH:29])[CH2:26][O:27][CH3:28])[C:17]1[CH:22]=[CH:21][CH:20]=[CH:19][CH:18]=1.C(O[BH-](OC(=O)C)OC(=O)C)(=O)C.[Na+].C(=O)([O-])O.[Na+]. The catalyst is C(#N)C.C(O)(=O)C. The product is [CH2:16]([N:23]([CH2:14][C:3]1[C:2]([Cl:1])=[N:7][C:6]([N:8]([CH:10]2[CH2:11][CH2:12][CH2:13]2)[CH3:9])=[CH:5][N:4]=1)[CH2:24][C@@H:25]([OH:29])[CH2:26][O:27][CH3:28])[C:17]1[CH:22]=[CH:21][CH:20]=[CH:19][CH:18]=1. The yield is 0.830. (2) The reactants are Cl[CH2:2][CH2:3][O:4][C:5]1[CH:10]=[CH:9][C:8]([C:11]2[CH:12]=[N:13][CH:14]=[C:15]([C:18]=2[NH:19][C:20]2[C:21]([CH3:30])=[C:22]3[C:26](=[C:27]([Cl:29])[CH:28]=2)[NH:25][CH:24]=[CH:23]3)[C:16]#[N:17])=[CH:7][CH:6]=1.[CH3:31][NH:32][CH3:33]. The catalyst is C1COCC1.COCCOC. The product is [Cl:29][C:27]1[CH:28]=[C:20]([NH:19][C:18]2[C:15]([C:16]#[N:17])=[CH:14][N:13]=[CH:12][C:11]=2[C:8]2[CH:9]=[CH:10][C:5]([O:4][CH2:3][CH2:2][N:32]([CH3:33])[CH3:31])=[CH:6][CH:7]=2)[C:21]([CH3:30])=[C:22]2[C:26]=1[NH:25][CH:24]=[CH:23]2. The yield is 0.740.